This data is from Full USPTO retrosynthesis dataset with 1.9M reactions from patents (1976-2016). The task is: Predict the reactants needed to synthesize the given product. (1) Given the product [CH:1]([C:4]1[S:13][C:12]2[NH:11][C:10]3[CH:14]=[CH:15][CH:16]=[CH:17][C:9]=3[N:8]=[C:7]([N:18]3[CH2:32][CH2:31][NH:30][C@@H:29]([CH2:28][CH2:27][C:24]4[CH:25]=[CH:26][C:21]([O:20][CH3:19])=[CH:22][CH:23]=4)[CH2:34]3)[C:6]=2[N:5]=1)([CH3:3])[CH3:2], predict the reactants needed to synthesize it. The reactants are: [CH:1]([C:4]1[S:13][C:12]2[NH:11][C:10]3[CH:14]=[CH:15][CH:16]=[CH:17][C:9]=3[N:8]=[C:7]([NH2:18])[C:6]=2[N:5]=1)([CH3:3])[CH3:2].[CH3:19][O:20][C:21]1[CH:26]=[CH:25][C:24]([CH2:27][CH2:28][C@H:29]2[CH2:34]N[CH2:32][CH2:31][NH:30]2)=[CH:23][CH:22]=1. (2) Given the product [N+:11]([C:14]1[CH:15]=[C:16]2[C:20](=[CH:21][CH:22]=1)[C:19](=[O:23])[N:18]([O:10][CH2:9][CH2:8][S:7][C:1]1[CH:6]=[CH:5][CH:4]=[CH:3][CH:2]=1)[C:17]2=[O:24])([O-:13])=[O:12], predict the reactants needed to synthesize it. The reactants are: [C:1]1([S:7][CH2:8][CH2:9][OH:10])[CH:6]=[CH:5][CH:4]=[CH:3][CH:2]=1.[N+:11]([C:14]1[CH:15]=[C:16]2[C:20](=[CH:21][CH:22]=1)[C:19](=[O:23])[NH:18][C:17]2=[O:24])([O-:13])=[O:12]. (3) Given the product [OH:21][NH:20][C:11]([C:9]1[CH:8]=[C:7]([CH3:13])[N:6]=[C:5]([NH:4][CH:1]([CH3:3])[CH3:2])[N:10]=1)=[NH:12], predict the reactants needed to synthesize it. The reactants are: [CH:1]([NH:4][C:5]1[N:10]=[C:9]([C:11]#[N:12])[CH:8]=[C:7]([CH3:13])[N:6]=1)([CH3:3])[CH3:2].C([O-])(O)=O.[Na+].Cl.[NH2:20][OH:21]. (4) Given the product [Br-:1].[CH2:5]([N+:7]([CH2:10][CH3:11])([CH2:8][CH3:9])[CH2:2][O:3][CH3:4])[CH3:6], predict the reactants needed to synthesize it. The reactants are: [Br:1][CH2:2][O:3][CH3:4].[CH2:5]([N:7]([CH2:10][CH3:11])[CH2:8][CH3:9])[CH3:6]. (5) Given the product [NH2:22][C:21]1[N:10]([C:4]2[C:3]([Cl:2])=[CH:8][CH:7]=[CH:6][C:5]=2[Cl:9])[N:11]=[CH:17][C:18]=1[C:19]#[N:20], predict the reactants needed to synthesize it. The reactants are: Cl.[Cl:2][C:3]1[CH:8]=[CH:7][CH:6]=[C:5]([Cl:9])[C:4]=1[NH:10][NH2:11].[OH-].[Na+].C(O[CH:17]=[C:18]([C:21]#[N:22])[C:19]#[N:20])C. (6) Given the product [CH:5]1([N:11]2[CH2:15][CH2:14][CH:13]([CH2:16][C:17]3[C:26]4[C:21](=[CH:22][CH:23]=[CH:24][CH:25]=4)[C:20]([OH:27])=[CH:19][CH:18]=3)[C:12]2=[O:29])[CH2:6][CH2:7][CH2:8][CH2:9][CH2:10]1, predict the reactants needed to synthesize it. The reactants are: B(Br)(Br)Br.[CH:5]1([N:11]2[CH2:15][CH2:14][CH:13]([CH2:16][C:17]3[C:26]4[C:21](=[CH:22][CH:23]=[CH:24][CH:25]=4)[C:20]([O:27]C)=[CH:19][CH:18]=3)[C:12]2=[O:29])[CH2:10][CH2:9][CH2:8][CH2:7][CH2:6]1. (7) The reactants are: [Cl:1][C:2]1[CH:11]=CC2C(O)[N:7]([C:13]([O-:15])=[O:14])[CH2:6][CH2:5][C:4]=2[N:3]=1.Cl.[C:17](Cl)(=O)C.[CH2:21]1[CH2:25][O:24][CH2:23][CH2:22]1. Given the product [Cl:1][C:2]1[CH:11]=[CH:22][C:21]2[CH:25]([O:24][CH3:23])[N:7]([C:13]([O:15][CH3:17])=[O:14])[CH2:6][CH2:5][C:4]=2[N:3]=1, predict the reactants needed to synthesize it.